Dataset: Catalyst prediction with 721,799 reactions and 888 catalyst types from USPTO. Task: Predict which catalyst facilitates the given reaction. (1) Reactant: [Br:1][C:2]1[C:6]2[CH2:7][N:8]([C:11]([O:13][C:14]([CH3:17])([CH3:16])[CH3:15])=[O:12])[CH2:9][CH2:10][C:5]=2[NH:4][N:3]=1.C([O-])([O-])=O.[Cs+].[Cs+].CS(O[CH:29]1[CH2:34][CH2:33][S:32][CH2:31][CH2:30]1)(=O)=O. Product: [Br:1][C:2]1[C:6]2[CH2:7][N:8]([C:11]([O:13][C:14]([CH3:17])([CH3:16])[CH3:15])=[O:12])[CH2:9][CH2:10][C:5]=2[N:4]([CH:29]2[CH2:34][CH2:33][S:32][CH2:31][CH2:30]2)[N:3]=1. The catalyst class is: 3. (2) Reactant: C[O:2][C:3]([C@@H:5]1[CH2:9][C@@H:8]([N:10]([CH3:12])[CH3:11])[CH2:7][NH:6]1)=O.[NH3:13]. Product: [CH3:11][N:10]([CH3:12])[C@H:8]1[CH2:7][NH:6][C@H:5]([C:3]([NH2:13])=[O:2])[CH2:9]1. The catalyst class is: 5.